Dataset: Forward reaction prediction with 1.9M reactions from USPTO patents (1976-2016). Task: Predict the product of the given reaction. (1) Given the reactants CO.Cl.[F:4][C:5]1[CH:10]=[CH:9][CH:8]=[CH:7][C:6]=1[C:11]1[CH:24]=[C:23]2[C:14]([N:15]3[C:20]([CH2:21][O:22]2)=[N:19][NH:18][C:17](=[O:25])[C@H:16]3[CH3:26])=[CH:13][C:12]=1[CH:27]1[CH2:32][CH2:31][NH:30][CH2:29][CH2:28]1.C=O.[BH3-][C:36]#N.[Na+], predict the reaction product. The product is: [F:4][C:5]1[CH:10]=[CH:9][CH:8]=[CH:7][C:6]=1[C:11]1[CH:24]=[C:23]2[C:14]([N:15]3[C:20]([CH2:21][O:22]2)=[N:19][NH:18][C:17](=[O:25])[C@H:16]3[CH3:26])=[CH:13][C:12]=1[CH:27]1[CH2:32][CH2:31][N:30]([CH3:36])[CH2:29][CH2:28]1. (2) Given the reactants [CH2:1]([N:3]1[C:7]2=[N:8][C:9]([CH2:30][CH3:31])=[C:10]([CH2:19][NH:20][C:21](=[O:29])[CH2:22][CH2:23][CH2:24][C:25]([O:27]C)=[O:26])[C:11]([NH:12][CH:13]3[CH2:18][CH2:17][O:16][CH2:15][CH2:14]3)=[C:6]2[CH:5]=[N:4]1)[CH3:2].O[Li].O.Cl, predict the reaction product. The product is: [CH2:1]([N:3]1[C:7]2=[N:8][C:9]([CH2:30][CH3:31])=[C:10]([CH2:19][NH:20][C:21](=[O:29])[CH2:22][CH2:23][CH2:24][C:25]([OH:27])=[O:26])[C:11]([NH:12][CH:13]3[CH2:14][CH2:15][O:16][CH2:17][CH2:18]3)=[C:6]2[CH:5]=[N:4]1)[CH3:2]. (3) Given the reactants [ClH:1].[NH:2]1[C@@H:10]2[C@H:5]([CH2:6][CH2:7][CH2:8][CH2:9]2)[CH2:4][C@H:3]1[C:11]([O:13]CC)=[O:12], predict the reaction product. The product is: [ClH:1].[NH:2]1[C@@H:10]2[C@H:5]([CH2:6][CH2:7][CH2:8][CH2:9]2)[CH2:4][C@H:3]1[C:11]([OH:13])=[O:12]. (4) Given the reactants [O:1]1[CH2:6][CH2:5][CH2:4][CH2:3][CH:2]1[N:7]1[C:11]2=[N:12][CH:13]=[N:14][C:15]([O:16][C:17]3[CH:22]=[CH:21][C:20]([NH2:23])=[CH:19][CH:18]=3)=[C:10]2[CH:9]=[N:8]1.[F:24][C:25]1[CH:30]=[CH:29][C:28]([NH:31][C:32]([C:34]2([C:37](O)=[O:38])[CH2:36][CH2:35]2)=[O:33])=[CH:27][CH:26]=1.CN(C(ON1N=NC2C=CC=NC1=2)=[N+](C)C)C.F[P-](F)(F)(F)(F)F.C(N(CC)CC)C, predict the reaction product. The product is: [F:24][C:25]1[CH:26]=[CH:27][C:28]([NH:31][C:32]([C:34]2([C:37]([NH:23][C:20]3[CH:21]=[CH:22][C:17]([O:16][C:15]4[N:14]=[CH:13][N:12]=[C:11]5[N:7]([CH:2]6[CH2:3][CH2:4][CH2:5][CH2:6][O:1]6)[N:8]=[CH:9][C:10]=45)=[CH:18][CH:19]=3)=[O:38])[CH2:36][CH2:35]2)=[O:33])=[CH:29][CH:30]=1. (5) Given the reactants [C:1]1([C:7]2[N:11]([S:12]([C:15]3[CH:20]=[CH:19][CH:18]=[C:17]([O:21][CH2:22][C:23]([NH:25][CH:26]4[CH2:28][CH2:27]4)=[O:24])[CH:16]=3)(=[O:14])=[O:13])[CH:10]=[C:9]([CH2:29][N:30](C)[C:31](=O)OC(C)(C)C)[CH:8]=2)[CH2:6][CH2:5][CH2:4][CH2:3][CH:2]=1.FC(F)(F)C(O)=O, predict the reaction product. The product is: [C:1]1([C:7]2[N:11]([S:12]([C:15]3[CH:16]=[C:17]([CH:18]=[CH:19][CH:20]=3)[O:21][CH2:22][C:23]([NH:25][CH:26]3[CH2:27][CH2:28]3)=[O:24])(=[O:13])=[O:14])[CH:10]=[C:9]([CH2:29][NH:30][CH3:31])[CH:8]=2)[CH2:6][CH2:5][CH2:4][CH2:3][CH:2]=1. (6) The product is: [Cl:8][C:6]1[N:5]=[C:4]([NH:9][CH2:10][C:11]2[O:12][C:13]([CH3:16])=[CH:14][CH:15]=2)[N:3]=[C:2]([NH:17][C:18]2[CH:27]=[CH:26][C:21]3[NH:22][C:23](=[O:25])[NH:24][C:20]=3[CH:19]=2)[N:7]=1. Given the reactants Cl[C:2]1[N:7]=[C:6]([Cl:8])[N:5]=[C:4]([NH:9][CH2:10][C:11]2[O:12][C:13]([CH3:16])=[CH:14][CH:15]=2)[N:3]=1.[NH2:17][C:18]1[CH:27]=[CH:26][C:21]2[NH:22][C:23](=[O:25])[NH:24][C:20]=2[CH:19]=1.CCN(C(C)C)C(C)C, predict the reaction product. (7) Given the reactants [CH3:1][O:2][C:3]1[CH:8]=[CH:7][C:6]([C:9]([NH:24][C:25]2[O:26][C:27]([CH3:43])([CH3:42])[C:28]([F:41])([F:40])[C@:29]([C:32]3[CH:37]=[C:36](Br)[CH:35]=[CH:34][C:33]=3[F:39])([CH3:31])[N:30]=2)([C:16]2[CH:21]=[CH:20][C:19]([O:22][CH3:23])=[CH:18][CH:17]=2)[C:10]2[CH:15]=[CH:14][CH:13]=[CH:12][CH:11]=2)=[CH:5][CH:4]=1.[C:44]1([CH:50]2[CH2:54][CH2:53][CH:52]([NH2:55])[CH2:51]2)[CH:49]=[CH:48][CH:47]=[CH:46][CH:45]=1, predict the reaction product. The product is: [CH3:1][O:2][C:3]1[CH:8]=[CH:7][C:6]([C:9]([NH:24][C:25]2[O:26][C:27]([CH3:43])([CH3:42])[C:28]([F:41])([F:40])[C@:29]([C:32]3[CH:37]=[C:36]([NH:55][CH:52]4[CH2:53][CH2:54][CH:50]([C:44]5[CH:49]=[CH:48][CH:47]=[CH:46][CH:45]=5)[CH2:51]4)[CH:35]=[CH:34][C:33]=3[F:39])([CH3:31])[N:30]=2)([C:16]2[CH:21]=[CH:20][C:19]([O:22][CH3:23])=[CH:18][CH:17]=2)[C:10]2[CH:15]=[CH:14][CH:13]=[CH:12][CH:11]=2)=[CH:5][CH:4]=1. (8) The product is: [N:17]1([CH2:1][C:3]2[CH:8]=[CH:7][N:6]=[CH:5][C:4]=2[NH:9][C:10](=[O:16])[O:11][C:12]([CH3:15])([CH3:14])[CH3:13])[CH2:21][CH2:20][CH2:19][CH2:18]1. Given the reactants [CH:1]([C:3]1[CH:8]=[CH:7][N:6]=[CH:5][C:4]=1[NH:9][C:10](=[O:16])[O:11][C:12]([CH3:15])([CH3:14])[CH3:13])=O.[NH:17]1[CH2:21][CH2:20][CH2:19][CH2:18]1.C(O)(=O)C.[OH-].[Na+], predict the reaction product. (9) Given the reactants [O:1]=[C:2]1[CH2:10][CH2:9][CH2:8][C:7]2[NH:6][CH:5]=[C:4]([C:11]([OH:13])=O)[C:3]1=2.[CH3:14][O:15][C:16]1[CH:21]=[CH:20][C:19]([NH2:22])=[CH:18][CH:17]=1.Cl.CN(C)CCCN=C=NCC, predict the reaction product. The product is: [CH3:14][O:15][C:16]1[CH:21]=[CH:20][C:19]([NH:22][C:11]([C:4]2[C:3]3[C:2](=[O:1])[CH2:10][CH2:9][CH2:8][C:7]=3[NH:6][CH:5]=2)=[O:13])=[CH:18][CH:17]=1. (10) The product is: [Br:49][C@H:22]1[C@H:23]2[C@H:24]([C:26](=[O:28])[O:27]2)[CH2:25][C@H:21]1[NH:20][C:1]([C:8]1[CH:13]=[CH:12][CH:11]=[CH:10][CH:9]=1)([C:14]1[CH:15]=[CH:16][CH:17]=[CH:18][CH:19]=1)[C:2]1[CH:3]=[CH:4][CH:5]=[CH:6][CH:7]=1. Given the reactants [C:1]([NH:20][C@@H:21]1[CH2:25][C@@H:24]([C:26]([OH:28])=[O:27])[CH:23]=[CH:22]1)([C:14]1[CH:19]=[CH:18][CH:17]=[CH:16][CH:15]=1)([C:8]1[CH:13]=[CH:12][CH:11]=[CH:10][CH:9]=1)[C:2]1[CH:7]=[CH:6][CH:5]=[CH:4][CH:3]=1.[OH-].C([N+](CCCC)(CCCC)CCCC)CCC.N#N.[Br:49]Br.[O-]S([O-])=O.[Na+].[Na+], predict the reaction product.